From a dataset of Catalyst prediction with 721,799 reactions and 888 catalyst types from USPTO. Predict which catalyst facilitates the given reaction. (1) Reactant: [Cl:1][C:2]1[CH:40]=[CH:39][CH:38]=[C:37]([Cl:41])[C:3]=1[CH2:4][C:5]1[N:15]=[C:14]([NH:16][C:17]2[CH:22]=[CH:21][C:20]([N:23]3[CH2:28][CH2:27][N:26](C(OC(C)(C)C)=O)[CH2:25][CH2:24]3)=[CH:19][C:18]=2[F:36])[C:8]2=[C:9]([OH:13])[N:10]=[N:11][CH:12]=[C:7]2[CH:6]=1.FC(F)(F)C(O)=O. Product: [Cl:1][C:2]1[CH:40]=[CH:39][CH:38]=[C:37]([Cl:41])[C:3]=1[CH2:4][C:5]1[N:15]=[C:14]([NH:16][C:17]2[CH:22]=[CH:21][C:20]([N:23]3[CH2:24][CH2:25][NH:26][CH2:27][CH2:28]3)=[CH:19][C:18]=2[F:36])[C:8]2[C:9](=[O:13])[NH:10][N:11]=[CH:12][C:7]=2[CH:6]=1. The catalyst class is: 4. (2) Reactant: [I:1][C:2]1[CH:3]=[N:4][C:5]2[C:10]([CH:11]=1)=[N:9][CH:8]=[CH:7][CH:6]=2.ClC1C=C(C=CC=1)C(OO)=[O:17].C(=O)([O-])[O-].[Na+].[Na+]. The catalyst class is: 2. Product: [I:1][C:2]1[CH:11]=[C:10]2[C:5]([CH:6]=[CH:7][CH:8]=[N+:9]2[O-:17])=[N:4][CH:3]=1. (3) Reactant: Br[CH2:2][C:3]1[CH:8]=[CH:7][C:6]([C:9]2[CH:14]=[CH:13][CH:12]=[C:11]([C:15]3[CH:16]=[C:17]([C:25]([S:28]([CH3:31])(=[O:30])=[O:29])([CH3:27])[CH3:26])[CH:18]=[C:19]4[C:24]=3[N:23]=[CH:22][CH:21]=[CH:20]4)[CH:10]=2)=[CH:5][CH:4]=1.[CH3:32][S:33]([O-:35])=[O:34].[Na+]. Product: [CH3:32][S:33]([CH2:2][C:3]1[CH:8]=[CH:7][C:6]([C:9]2[CH:14]=[CH:13][CH:12]=[C:11]([C:15]3[CH:16]=[C:17]([C:25]([S:28]([CH3:31])(=[O:30])=[O:29])([CH3:27])[CH3:26])[CH:18]=[C:19]4[C:24]=3[N:23]=[CH:22][CH:21]=[CH:20]4)[CH:10]=2)=[CH:5][CH:4]=1)(=[O:35])=[O:34]. The catalyst class is: 18. (4) The catalyst class is: 9. Reactant: [Br:1][C:2]1[CH:3]=[N:4][C:5](Cl)=[N:6][CH:7]=1.C(=O)([O-])[O-].[Cs+].[Cs+].[C:15]([N:22]1[CH2:27][CH2:26][NH:25][C@@H:24]([CH3:28])[CH2:23]1)([O:17][C:18]([CH3:21])([CH3:20])[CH3:19])=[O:16]. Product: [Br:1][C:2]1[CH:3]=[N:4][C:5]([N:25]2[CH2:26][CH2:27][N:22]([C:15]([O:17][C:18]([CH3:21])([CH3:20])[CH3:19])=[O:16])[CH2:23][C@@H:24]2[CH3:28])=[N:6][CH:7]=1.